Dataset: Catalyst prediction with 721,799 reactions and 888 catalyst types from USPTO. Task: Predict which catalyst facilitates the given reaction. (1) Reactant: [Cl:1][C:2]1[N:7]=[C:6]([Cl:8])[CH:5]=[C:4](Cl)[N:3]=1.Cl.[CH:11]12[NH:18][CH:15]([CH2:16][CH2:17]1)[CH2:14][O:13][CH2:12]2.C(N(CC)CC)C. Product: [Cl:1][C:2]1[N:3]=[C:4]([N:18]2[CH:11]3[CH2:17][CH2:16][CH:15]2[CH2:14][O:13][CH2:12]3)[CH:5]=[C:6]([Cl:8])[N:7]=1. The catalyst class is: 14. (2) Reactant: [C:1]1([CH:7]2[S:12][CH2:11][CH2:10][CH2:9][S:8]2)[CH:6]=[CH:5][CH:4]=[CH:3][CH:2]=1.[Li]CCCC.[F:18][C:19]1[CH:20]=[C:21]([CH:24]=[C:25]([F:27])[CH:26]=1)[CH:22]=[O:23]. Product: [F:18][C:19]1[CH:20]=[C:21]([CH:22]([C:7]2([C:1]3[CH:2]=[CH:3][CH:4]=[CH:5][CH:6]=3)[S:8][CH2:9][CH2:10][CH2:11][S:12]2)[OH:23])[CH:24]=[C:25]([F:27])[CH:26]=1. The catalyst class is: 1. (3) Reactant: C(=O)([O-])[O-].[K+].[K+].[OH:7][C:8]1[C:13]([CH2:14][CH2:15][CH3:16])=[C:12]([OH:17])[CH:11]=[CH:10][C:9]=1[C:18](=[O:20])[CH3:19].[CH3:21][O:22][C:23](=[O:36])[C:24]1[CH:29]=[CH:28][C:27]([O:30][CH2:31][CH2:32][CH2:33][CH2:34]Br)=[CH:26][CH:25]=1. Product: [CH3:21][O:22][C:23](=[O:36])[C:24]1[CH:29]=[CH:28][C:27]([O:30][CH2:31][CH2:32][CH2:33][CH2:34][O:17][C:12]2[CH:11]=[CH:10][C:9]([C:18](=[O:20])[CH3:19])=[C:8]([OH:7])[C:13]=2[CH2:14][CH2:15][CH3:16])=[CH:26][CH:25]=1. The catalyst class is: 21. (4) Reactant: [Cl:1][C:2]1[CH:3]=[C:4]([CH:25]=[CH:26][C:27]=1[Cl:28])[CH2:5][O:6][C:7]1[CH:12]=[CH:11][C:10]([C@@H:13]2[O:18][C:17]3[CH:19]=[CH:20][C:21]([CH:23]=O)=[CH:22][C:16]=3[O:15][CH2:14]2)=[CH:9][CH:8]=1.C1CCN2C(=NCCC2)CC1.[CH3:40][C:41]([O:44][C:45]([NH:47][CH:48](P(OC)(OC)=O)[C:49]([O:51][CH3:52])=[O:50])=[O:46])([CH3:43])[CH3:42]. Product: [CH3:52][O:51][C:49](=[O:50])[C:48]([NH:47][C:45]([O:44][C:41]([CH3:40])([CH3:42])[CH3:43])=[O:46])=[CH:23][C:21]1[CH:20]=[CH:19][C:17]2[O:18][C@@H:13]([C:10]3[CH:9]=[CH:8][C:7]([O:6][CH2:5][C:4]4[CH:25]=[CH:26][C:27]([Cl:28])=[C:2]([Cl:1])[CH:3]=4)=[CH:12][CH:11]=3)[CH2:14][O:15][C:16]=2[CH:22]=1. The catalyst class is: 34. (5) Reactant: [C:1]([C:3]1[CH:4]=[C:5]([O:22][C:23]([F:26])([F:25])[F:24])[CH:6]=[C:7]2[C:12]=1[O:11][CH:10]([C:13]([F:16])([F:15])[F:14])[C:9]([C:17]([O:19][CH2:20][CH3:21])=[O:18])=[CH:8]2)#[CH:2]. Product: [CH2:1]([C:3]1[CH:4]=[C:5]([O:22][C:23]([F:26])([F:24])[F:25])[CH:6]=[C:7]2[C:12]=1[O:11][CH:10]([C:13]([F:16])([F:15])[F:14])[C:9]([C:17]([O:19][CH2:20][CH3:21])=[O:18])=[CH:8]2)[CH3:2]. The catalyst class is: 50. (6) Reactant: [NH2:1][C@H:2]1[CH2:7][CH2:6][C@H:5]([C:8]([OH:10])=[O:9])[CH2:4][CH2:3]1.[CH:11]1[CH:16]=[CH:15][C:14]([CH2:17]Br)=[CH:13][CH:12]=1. Product: [CH2:17]([N:1]([C@H:2]1[CH2:7][CH2:6][C@H:5]([C:8]([O:10][CH2:8][C:5]2[CH:6]=[CH:7][CH:2]=[CH:3][CH:4]=2)=[O:9])[CH2:4][CH2:3]1)[CH2:17][C:14]1[CH:15]=[CH:16][CH:11]=[CH:12][CH:13]=1)[C:14]1[CH:15]=[CH:16][CH:11]=[CH:12][CH:13]=1. The catalyst class is: 23. (7) Reactant: [Cl:1][C:2]1[CH:7]=[CH:6][C:5]([N:8]2[CH2:13][CH2:12][NH:11][CH2:10][CH2:9]2)=[CH:4][CH:3]=1.C(O)(=O)C.CS[C:20]1[N:21]=[C:22]([OH:29])[C:23]2[S:28][CH2:27][CH2:26][C:24]=2[N:25]=1. Product: [Cl:1][C:2]1[CH:3]=[CH:4][C:5]([N:8]2[CH2:13][CH2:12][N:11]([C:20]3[N:21]=[C:22]([OH:29])[C:23]4[S:28][CH2:27][CH2:26][C:24]=4[N:25]=3)[CH2:10][CH2:9]2)=[CH:6][CH:7]=1. The catalyst class is: 6.